Dataset: Full USPTO retrosynthesis dataset with 1.9M reactions from patents (1976-2016). Task: Predict the reactants needed to synthesize the given product. (1) Given the product [Br:1][C:2]1[CH:7]=[C:6]([N:20]2[CH2:19][CH2:18][CH:17]([NH:16][C:14](=[O:15])[O:13][C:10]([CH3:11])([CH3:9])[CH3:12])[CH2:22][CH2:21]2)[CH:5]=[N:4][CH:3]=1, predict the reactants needed to synthesize it. The reactants are: [Br:1][C:2]1[CH:3]=[N:4][CH:5]=[C:6](I)[CH:7]=1.[CH3:9][C:10]([O:13][C:14]([NH:16][CH:17]1[CH2:22][CH2:21][NH:20][CH2:19][CH2:18]1)=[O:15])([CH3:12])[CH3:11].C(=O)([O-])[O-].[Cs+].[Cs+].C(C1CCCCC1=O)(=O)C(C)C. (2) Given the product [NH2:1][C:2]1[N:7]=[CH:6][C:5]([S:8]([OH:11])(=[O:10])=[O:9])=[CH:4][C:3]=1[N+:12]([O-:14])=[O:13], predict the reactants needed to synthesize it. The reactants are: [NH2:1][C:2]1[N:7]=[CH:6][C:5]([S:8]([OH:11])(=[O:10])=[O:9])=[CH:4][CH:3]=1.[N+:12]([O-])([OH:14])=[O:13]. (3) The reactants are: [Br:1][C:2]1[C:3]([C:9](=[O:15])[C:10]([O:12][CH2:13][CH3:14])=[O:11])=[C:4]([CH3:8])[S:5][C:6]=1[Cl:7].O1CCCC1.[BH4-].[BH4-].[BH4-].[BH4-].[Na+].[Na+].[Na+].[Na+]. Given the product [Br:1][C:2]1[C:3]([CH:9]([OH:15])[C:10]([O:12][CH2:13][CH3:14])=[O:11])=[C:4]([CH3:8])[S:5][C:6]=1[Cl:7], predict the reactants needed to synthesize it.